Task: Predict the reactants needed to synthesize the given product.. Dataset: Full USPTO retrosynthesis dataset with 1.9M reactions from patents (1976-2016) (1) Given the product [F:47][C@@H:48]1[CH2:52][N:51]([C:20](=[O:21])/[CH:19]=[CH:18]/[C:9]2[CH:10]=[CH:11][C:12]([C:14]([F:17])([F:15])[F:16])=[CH:13][C:8]=2[CH2:7][N:5]2[N:4]=[N:3][C:2]([CH3:1])=[N:6]2)[C@H:50]([CH2:53][OH:54])[CH2:49]1, predict the reactants needed to synthesize it. The reactants are: [CH3:1][C:2]1[N:3]=[N:4][N:5]([CH2:7][C:8]2[CH:13]=[C:12]([C:14]([F:17])([F:16])[F:15])[CH:11]=[CH:10][C:9]=2/[CH:18]=[CH:19]/[C:20](O)=[O:21])[N:6]=1.CN(C(ON1N=NC2C=CC=NC1=2)=[N+](C)C)C.F[P-](F)(F)(F)(F)F.[F:47][C@@H:48]1[CH2:52][NH:51][C@H:50]([CH2:53][OH:54])[CH2:49]1.CCN(C(C)C)C(C)C. (2) Given the product [C:1]([O:5][C:6](=[O:7])[NH:8][C@@H:9]([CH2:13][C:14]1[CH:19]=[C:18]([F:20])[CH:17]=[C:16]([F:21])[CH:15]=1)[CH2:10][OH:11])([CH3:4])([CH3:2])[CH3:3], predict the reactants needed to synthesize it. The reactants are: [C:1]([O:5][C:6]([NH:8][C@@H:9]([CH2:13][C:14]1[CH:19]=[C:18]([F:20])[CH:17]=[C:16]([F:21])[CH:15]=1)[C:10](O)=[O:11])=[O:7])([CH3:4])([CH3:3])[CH3:2]. (3) Given the product [Cl:1][C:2]1[CH:6]=[CH:5][S:4][C:3]=1[C:7]([NH:10][C@H:11]([C:32]1[CH:33]=[CH:34][CH:35]=[CH:36][CH:37]=1)[CH2:12][CH2:13][N:14]1[CH2:19][CH2:18][CH:17]([C:20]2[CH:25]=[CH:24][CH:23]=[C:22]([NH:26][C:27](=[O:31])[CH:28]([CH3:30])[CH3:29])[CH:21]=2)[CH2:16][CH2:15]1)=[O:8], predict the reactants needed to synthesize it. The reactants are: [Cl:1][C:2]1[CH:6]=[CH:5][S:4][C:3]=1[C:7](Cl)=[O:8].[NH2:10][C@H:11]([C:32]1[CH:37]=[CH:36][CH:35]=[CH:34][CH:33]=1)[CH2:12][CH2:13][N:14]1[CH2:19][CH2:18][CH:17]([C:20]2[CH:21]=[C:22]([NH:26][C:27](=[O:31])[CH:28]([CH3:30])[CH3:29])[CH:23]=[CH:24][CH:25]=2)[CH2:16][CH2:15]1. (4) Given the product [OH:1][CH:2]([CH3:10])[C@H:3]([CH3:9])[C@@H:4]([C:6]([OH:8])=[O:7])[NH2:5], predict the reactants needed to synthesize it. The reactants are: [OH:1][C@H:2]([CH3:10])[C@H:3]([CH3:9])[C@@H:4]([C:6]([OH:8])=[O:7])[NH2:5]. (5) Given the product [Br:19][C:13]1[CH:14]=[CH:15][C:16]([Br:18])=[CH:17][C:12]=1[S:9]([NH:8][C@H:6]1[CH2:5][N:4]([C:20]([O:22][C:23]([CH3:26])([CH3:25])[CH3:24])=[O:21])[C@@H:3]([CH2:2][NH:1][C:34]([NH:33][C:27]2[CH:32]=[CH:31][CH:30]=[CH:29][CH:28]=2)=[O:35])[CH2:7]1)(=[O:10])=[O:11], predict the reactants needed to synthesize it. The reactants are: [NH2:1][CH2:2][C@H:3]1[CH2:7][C@@H:6]([NH:8][S:9]([C:12]2[CH:17]=[C:16]([Br:18])[CH:15]=[CH:14][C:13]=2[Br:19])(=[O:11])=[O:10])[CH2:5][N:4]1[C:20]([O:22][C:23]([CH3:26])([CH3:25])[CH3:24])=[O:21].[C:27]1([N:33]=[C:34]=[O:35])[CH:32]=[CH:31][CH:30]=[CH:29][CH:28]=1.